From a dataset of Reaction yield outcomes from USPTO patents with 853,638 reactions. Predict the reaction yield, written as a fraction of the theoretical maximum amount of product (1.0 means a 100% yield; for example, 0.34 means a 34% yield). (1) The reactants are [C:1]([NH:4][NH:5][C:6]([C@H:8]1[CH2:13][CH2:12][C@H:11]([N:14]2[C:19](=[O:20])[C:18]([CH2:21][C:22]3[CH:27]=[CH:26][C:25](C4C=CC=CC=4C#N)=[CH:24][CH:23]=3)=[C:17]([CH2:36][CH2:37][CH3:38])[N:16]3[N:39]=[CH:40][N:41]=[C:15]23)[CH2:10][CH2:9]1)=[O:7])(=O)[CH3:2].[C:42]1([CH3:52])[CH:47]=[CH:46][C:45](S(Cl)(=O)=O)=[CH:44][CH:43]=1.[N:53]1C=CC=CC=1. The catalyst is C(OCC)(=O)C. The product is [CH3:2][C:1]1[O:7][C:6]([C@H:8]2[CH2:13][CH2:12][C@H:11]([N:14]3[C:19](=[O:20])[C:18]([CH2:21][C:22]4[CH:23]=[CH:24][C:25]([C:43]5[C:42]([C:52]#[N:53])=[CH:47][CH:46]=[CH:45][CH:44]=5)=[CH:26][CH:27]=4)=[C:17]([CH2:36][CH2:37][CH3:38])[N:16]4[N:39]=[CH:40][N:41]=[C:15]34)[CH2:10][CH2:9]2)=[N:5][N:4]=1. The yield is 0.850. (2) The reactants are [C:1]([Si:5]([CH3:23])([CH3:22])[O:6][CH2:7][CH2:8][CH2:9][O:10][N:11]1C(=O)C2C(=CC=CC=2)C1=O)([CH3:4])([CH3:3])[CH3:2].CNN. The catalyst is ClCCl. The product is [C:1]([Si:5]([CH3:22])([CH3:23])[O:6][CH2:7][CH2:8][CH2:9][O:10][NH2:11])([CH3:4])([CH3:3])[CH3:2]. The yield is 0.990.